From a dataset of Buchwald-Hartwig C-N cross coupling reaction yields with 55,370 reactions. Predict the reaction yield, written as a fraction of the theoretical maximum amount of product (1.0 means a 100% yield; for example, 0.34 means a 34% yield). The reactants are Brc1cccnc1.Cc1ccc(N)cc1.O=S(=O)(O[Pd]1c2ccccc2-c2ccccc2N~1)C(F)(F)F.COc1ccc(OC)c(P(C(C)(C)C)C(C)(C)C)c1-c1c(C(C)C)cc(C(C)C)cc1C(C)C.CN(C)C(=NC(C)(C)C)N(C)C.c1ccc(CN(Cc2ccccc2)c2ccno2)cc1. No catalyst specified. The product is Cc1ccc(Nc2cccnc2)cc1. The yield is 0.492.